This data is from Catalyst prediction with 721,799 reactions and 888 catalyst types from USPTO. The task is: Predict which catalyst facilitates the given reaction. (1) Reactant: [N:1]([C:4]1[CH:9]=[CH:8][C:7]([Br:10])=[CH:6][CH:5]=1)=[N+:2]=[N-:3].[C:11]([O:16][CH3:17])(=[O:15])[C:12]#[C:13][CH3:14]. Product: [CH3:17][O:16][C:11]([C:12]1[N:1]([C:4]2[CH:9]=[CH:8][C:7]([Br:10])=[CH:6][CH:5]=2)[N:2]=[N:3][C:13]=1[CH3:14])=[O:15]. The catalyst class is: 11. (2) Reactant: [CH3:1][C:2]1[N:7]=[C:6]2[S:8][C:9]3[C:13]([NH2:14])=[N:12][NH:11][C:10]=3[C:5]2=[C:4]([CH3:15])[CH:3]=1.[CH3:16][C:17]([O:20][C:21](O[C:21]([O:20][C:17]([CH3:19])([CH3:18])[CH3:16])=[O:22])=[O:22])([CH3:19])[CH3:18]. Product: [NH2:14][C:13]1[C:9]2[S:8][C:6]3[C:5]([C:10]=2[N:11]([C:21]([O:20][C:17]([CH3:19])([CH3:18])[CH3:16])=[O:22])[N:12]=1)=[C:4]([CH3:15])[CH:3]=[C:2]([CH3:1])[N:7]=3. The catalyst class is: 239. (3) Reactant: [Cl:1][C:2]1[CH:25]=[CH:24][C:5]([CH2:6][N:7]2[C:16]3[C:11](=[CH:12][C:13]([O:19][CH3:20])=[C:14]([O:17][CH3:18])[CH:15]=3)[C:10](=[O:21])[C:9]([C:22]#[N:23])=[CH:8]2)=[CH:4][CH:3]=1.[OH:26][NH2:27]. Product: [Cl:1][C:2]1[CH:3]=[CH:4][C:5]([CH2:6][N:7]2[C:16]3[C:11](=[CH:12][C:13]([O:19][CH3:20])=[C:14]([O:17][CH3:18])[CH:15]=3)[C:10](=[O:21])[C:9]([C:22]([NH:27][OH:26])=[NH:23])=[CH:8]2)=[CH:24][CH:25]=1. The catalyst class is: 8. (4) Reactant: [CH3:1][O:2][C:3]1[CH:4]=[C:5]([C@@H:9]([NH2:11])[CH3:10])[CH:6]=[CH:7][CH:8]=1.[Cl:12][C:13]1[N:18]=[C:17](Cl)[C:16]([Cl:20])=[CH:15][N:14]=1.C(=O)([O-])[O-].[K+].[K+]. Product: [Cl:12][C:13]1[N:18]=[C:17]([NH:11][C@H:9]([C:5]2[CH:6]=[CH:7][CH:8]=[C:3]([O:2][CH3:1])[CH:4]=2)[CH3:10])[C:16]([Cl:20])=[CH:15][N:14]=1. The catalyst class is: 9. (5) Reactant: C([CH:5]([CH2:9][C:10]1[CH:15]=[CH:14][CH:13]=[C:12]([NH:16][C:17](=[O:32])[CH:18]([C:25]2[CH:30]=[CH:29][C:28]([Cl:31])=[CH:27][CH:26]=2)[CH:19]([CH3:24])[C:20]([F:23])([F:22])[F:21])[C:11]=1[F:33])[C:6]([OH:8])=[O:7])(C)(C)C.FC(F)(F)C(O)=O. Product: [Cl:31][C:28]1[CH:27]=[CH:26][C:25]([CH:18]([CH:19]([CH3:24])[C:20]([F:23])([F:21])[F:22])[C:17]([NH:16][C:12]2[C:11]([F:33])=[C:10]([CH2:9][CH2:5][C:6]([OH:8])=[O:7])[CH:15]=[CH:14][CH:13]=2)=[O:32])=[CH:30][CH:29]=1. The catalyst class is: 4. (6) Reactant: [F:1][C:2]1[C:7]([F:8])=[C:6]([F:9])[CH:5]=[CH:4][C:3]=1[C@H:10]1[CH2:15][CH2:14][C@H:13]([C@H:16]2[CH2:21][CH2:20][C@H:19]([CH2:22][CH2:23][CH3:24])[CH2:18][CH2:17]2)[CH2:12][CH2:11]1.C([Li])CCC.[I:30]I.S([O-])([O-])(=O)=S.[Na+].[Na+]. Product: [I:30][C:5]1[C:6]([F:9])=[C:7]([F:8])[C:2]([F:1])=[C:3]([C@H:10]2[CH2:11][CH2:12][C@H:13]([C@H:16]3[CH2:21][CH2:20][C@H:19]([CH2:22][CH2:23][CH3:24])[CH2:18][CH2:17]3)[CH2:14][CH2:15]2)[CH:4]=1. The catalyst class is: 1. (7) Reactant: Br[C:2]1[CH:3]=[C:4]([CH:15]([CH2:21][CH:22]2[CH2:24][CH2:23]2)[C:16]([O:18][CH2:19][CH3:20])=[O:17])[CH:5]=[C:6]([Cl:14])[C:7]=1[O:8][CH2:9][C:10]([F:13])([F:12])[F:11].[CH3:25][C:26]1[CH:31]=[CH:30][C:29](B(O)O)=[CH:28][CH:27]=1.[F-].[Cs+]. Product: [Cl:14][C:6]1[CH:5]=[C:4]([CH:15]([CH2:21][CH:22]2[CH2:24][CH2:23]2)[C:16]([O:18][CH2:19][CH3:20])=[O:17])[CH:3]=[C:2]([C:29]2[CH:30]=[CH:31][C:26]([CH3:25])=[CH:27][CH:28]=2)[C:7]=1[O:8][CH2:9][C:10]([F:13])([F:12])[F:11]. The catalyst class is: 104.